Predict which catalyst facilitates the given reaction. From a dataset of Catalyst prediction with 721,799 reactions and 888 catalyst types from USPTO. Reactant: [C:1]([C:5]1[O:9][N:8]=[C:7]([NH:10][C:11]([NH:13][C:14]2[CH:19]=[CH:18][CH:17]=[C:16]([O:20][C:21]3[C:30]4[C:25](=[CH:26][C:27]([O:36][CH3:37])=[C:28]([O:31][CH2:32][CH2:33][CH2:34]Cl)[CH:29]=4)[N:24]=[CH:23][N:22]=3)[CH:15]=2)=[O:12])[CH:6]=1)([CH3:4])([CH3:3])[CH3:2].[NH:38]1[CH2:43][CH2:42][S:41](=[O:45])(=[O:44])[CH2:40][CH2:39]1.CCN(C(C)C)C(C)C.O. Product: [C:1]([C:5]1[O:9][N:8]=[C:7]([NH:10][C:11]([NH:13][C:14]2[CH:19]=[CH:18][CH:17]=[C:16]([O:20][C:21]3[C:30]4[C:25](=[CH:26][C:27]([O:36][CH3:37])=[C:28]([O:31][CH2:32][CH2:33][CH2:34][N:38]5[CH2:43][CH2:42][S:41](=[O:45])(=[O:44])[CH2:40][CH2:39]5)[CH:29]=4)[N:24]=[CH:23][N:22]=3)[CH:15]=2)=[O:12])[CH:6]=1)([CH3:4])([CH3:3])[CH3:2]. The catalyst class is: 639.